This data is from Forward reaction prediction with 1.9M reactions from USPTO patents (1976-2016). The task is: Predict the product of the given reaction. (1) Given the reactants C([O:5][C:6](=[O:36])[CH2:7][N:8]1[C:16]2[C:11](=[CH:12][CH:13]=[CH:14][CH:15]=2)[C:10]([CH:17]2[C:25]3[C:20](=[CH:21][CH:22]=[CH:23][CH:24]=3)[C:19](=[O:26])[N:18]2[CH2:27][C:28]2[C:29]([CH3:34])=[N:30][O:31][C:32]=2[CH3:33])=[C:9]1[CH3:35])(C)(C)C.[OH-].[Na+].Cl, predict the reaction product. The product is: [CH3:34][C:29]1[C:28]([CH2:27][N:18]2[C:19](=[O:26])[C:20]3[C:25](=[CH:24][CH:23]=[CH:22][CH:21]=3)[CH:17]2[C:10]2[C:11]3[C:16](=[CH:15][CH:14]=[CH:13][CH:12]=3)[N:8]([CH2:7][C:6]([OH:36])=[O:5])[C:9]=2[CH3:35])=[C:32]([CH3:33])[O:31][N:30]=1. (2) Given the reactants O=C1CCC(=O)[N:3]1[CH2:8][CH2:9][O:10][C:11]1[C:32]([O:33][CH3:34])=[CH:31][C:14]2[C:15]3[N:20]([CH:21]([CH2:23][CH3:24])[CH2:22][C:13]=2[CH:12]=1)[CH:19]=[C:18]([C:25]([O:27][CH2:28][CH3:29])=[O:26])[C:17](=[O:30])[CH:16]=3, predict the reaction product. The product is: [NH2:3][CH2:8][CH2:9][O:10][C:11]1[C:32]([O:33][CH3:34])=[CH:31][C:14]2[C:15]3[N:20]([CH:21]([CH2:23][CH3:24])[CH2:22][C:13]=2[CH:12]=1)[CH:19]=[C:18]([C:25]([O:27][CH2:28][CH3:29])=[O:26])[C:17](=[O:30])[CH:16]=3. (3) Given the reactants [CH3:1][O:2][C:3](=[O:14])[C:4]1[CH:9]=[CH:8][C:7]([OH:10])=[C:6]([N+:11]([O-:13])=[O:12])[CH:5]=1.C([O-])([O-])=O.[K+].[K+].[CH2:21](Br)[C:22]1[CH:27]=[CH:26][CH:25]=[CH:24][CH:23]=1, predict the reaction product. The product is: [CH3:1][O:2][C:3](=[O:14])[C:4]1[CH:9]=[CH:8][C:7]([O:10][CH2:21][C:22]2[CH:27]=[CH:26][CH:25]=[CH:24][CH:23]=2)=[C:6]([N+:11]([O-:13])=[O:12])[CH:5]=1. (4) The product is: [Cl:1][C:2]1[CH:7]=[CH:6][C:5]([O:8][C:31]([CH3:33])([C:25]2[CH:30]=[CH:29][CH:28]=[CH:27][CH:26]=2)[CH3:32])=[CH:4][C:3]=1[N+:9]([O-:11])=[O:10]. Given the reactants [Cl:1][C:2]1[CH:7]=[CH:6][C:5]([OH:8])=[CH:4][C:3]=1[N+:9]([O-:11])=[O:10].C(P(CCCC)CCCC)CCC.[C:25]1([C:31](O)([CH3:33])[CH3:32])[CH:30]=[CH:29][CH:28]=[CH:27][CH:26]=1.N(C(N(C)C)=O)=NC(N(C)C)=O, predict the reaction product. (5) Given the reactants C[O:2][C:3]([C:5]1[C:6]([C:31]([F:34])([F:33])[F:32])=[N:7][C:8]([N:11]2[CH2:16][CH2:15][C:14](=[N:17][O:18][CH:19]3[CH2:24][CH2:23][N:22]([C:25]([O:27][CH:28]([CH3:30])[CH3:29])=[O:26])[CH2:21][CH2:20]3)[CH2:13][CH2:12]2)=[N:9][CH:10]=1)=[O:4].C1COCC1.[OH-].[Na+], predict the reaction product. The product is: [CH:28]([O:27][C:25]([N:22]1[CH2:23][CH2:24][CH:19]([O:18][N:17]=[C:14]2[CH2:13][CH2:12][N:11]([C:8]3[N:7]=[C:6]([C:31]([F:33])([F:34])[F:32])[C:5]([C:3]([OH:4])=[O:2])=[CH:10][N:9]=3)[CH2:16][CH2:15]2)[CH2:20][CH2:21]1)=[O:26])([CH3:30])[CH3:29]. (6) Given the reactants [CH2:1]([N:3]([CH2:23][CH3:24])[C:4]([CH:6]1[C:18]2[C:17]3[C:12](=[CH:13][CH:14]=[C:15]([F:19])[CH:16]=3)[N:11]([CH2:20][CH2:21][OH:22])[C:10]=2[CH2:9][CH2:8][CH2:7]1)=[O:5])[CH3:2].N1C=CC=CC=1.[CH3:31][S:32](Cl)(=[O:34])=[O:33], predict the reaction product. The product is: [CH2:23]([N:3]([CH2:1][CH3:2])[C:4]([CH:6]1[C:18]2[C:17]3[C:12](=[CH:13][CH:14]=[C:15]([F:19])[CH:16]=3)[N:11]([CH2:20][CH2:21][O:22][S:32]([CH3:31])(=[O:34])=[O:33])[C:10]=2[CH2:9][CH2:8][CH2:7]1)=[O:5])[CH3:24]. (7) The product is: [CH:33]([C:7]1[C:15]2[N:11]([CH:12]=[CH:13][CH:14]=2)[C:10]([C:16]([O:18][CH2:19][CH3:20])=[O:17])=[CH:9][CH:8]=1)=[O:34]. Given the reactants FC(F)(F)S(O[C:7]1[C:15]2[N:11]([CH:12]=[CH:13][CH:14]=2)[C:10]([C:16]([O:18][CH2:19][CH3:20])=[O:17])=[CH:9][CH:8]=1)(=O)=O.[SiH](CC)(CC)CC.CN([CH:33]=[O:34])C, predict the reaction product. (8) Given the reactants [F:1][C:2]([F:14])([F:13])[C:3]1[CH:8]=[CH:7][C:6]([CH2:9][C:10]([OH:12])=[O:11])=[CH:5][CH:4]=1.S(=O)(=O)(O)O.[CH2:20](O)[CH3:21], predict the reaction product. The product is: [F:1][C:2]([F:13])([F:14])[C:3]1[CH:4]=[CH:5][C:6]([CH2:9][C:10]([O:12][CH2:20][CH3:21])=[O:11])=[CH:7][CH:8]=1. (9) Given the reactants [N:1]([O-])=O.[Na+].[Cl:5][C:6]1[CH:11]=[C:10]([F:12])[C:9]([CH3:13])=[CH:8][C:7]=1[NH2:14].[Sn](Cl)Cl, predict the reaction product. The product is: [ClH:5].[Cl:5][C:6]1[CH:11]=[C:10]([F:12])[C:9]([CH3:13])=[CH:8][C:7]=1[NH:14][NH2:1]. (10) Given the reactants C(OC(=O)[NH:7][CH2:8][CH2:9][N:10]1[C:19]2[C:14](=[CH:15][CH:16]=[CH:17][CH:18]=2)[CH2:13][CH:12]([NH:20][C:21]([C:23]2[NH:32][C:26]3=[CH:27][N:28]=[C:29]([Cl:31])[CH:30]=[C:25]3[CH:24]=2)=[O:22])[C:11]1=[O:33])(C)(C)C.C1(C)C=CC=CC=1.[C:42]([OH:48])([C:44]([F:47])([F:46])[F:45])=[O:43].O, predict the reaction product. The product is: [F:45][C:44]([F:47])([F:46])[C:42]([OH:48])=[O:43].[NH2:7][CH2:8][CH2:9][N:10]1[C:19]2[C:14](=[CH:15][CH:16]=[CH:17][CH:18]=2)[CH2:13][CH:12]([NH:20][C:21]([C:23]2[NH:32][C:26]3=[CH:27][N:28]=[C:29]([Cl:31])[CH:30]=[C:25]3[CH:24]=2)=[O:22])[C:11]1=[O:33].